Dataset: Reaction yield outcomes from USPTO patents with 853,638 reactions. Task: Predict the reaction yield, written as a fraction of the theoretical maximum amount of product (1.0 means a 100% yield; for example, 0.34 means a 34% yield). (1) The reactants are [O:1]1[C:10]2[C:5](=[CH:6][C:7]([C:11](=[O:13])C)=[CH:8][CH:9]=2)[CH2:4][CH2:3][CH2:2]1.Cl[O-].[Na+].S(=O)(O)[O-:18].[Na+].Cl. No catalyst specified. The product is [O:1]1[C:10]2[C:5](=[CH:6][C:7]([C:11]([OH:13])=[O:18])=[CH:8][CH:9]=2)[CH2:4][CH2:3][CH2:2]1. The yield is 0.820. (2) The yield is 0.976. The product is [CH3:30][S:27]([O:15][CH2:14][CH2:13][CH2:12][C:11]1[N:10]([C:16]2[CH:17]=[CH:18][C:19]([C:22]([NH:24][CH2:25][CH3:26])=[O:23])=[CH:20][CH:21]=2)[N:9]=[N:8][C:7]=1[C:5]([NH:4][CH:1]1[CH2:2][CH2:3]1)=[O:6])(=[O:29])=[O:28]. The reactants are [CH:1]1([NH:4][C:5]([C:7]2[N:8]=[N:9][N:10]([C:16]3[CH:21]=[CH:20][C:19]([C:22]([NH:24][CH2:25][CH3:26])=[O:23])=[CH:18][CH:17]=3)[C:11]=2[CH2:12][CH2:13][CH2:14][OH:15])=[O:6])[CH2:3][CH2:2]1.[S:27](Cl)([CH3:30])(=[O:29])=[O:28].C(N(CC)CC)C. The catalyst is ClCCl. (3) The reactants are [CH3:1][CH:2]([CH2:11][CH3:12])[CH2:3][CH:4]=[CH:5][C:6]([O:8][CH2:9][CH3:10])=[O:7].C1CCN2C(=NCCC2)CC1.[N+:24]([CH3:27])([O-:26])=[O:25]. The catalyst is C(#N)C. The product is [CH3:1][CH:2]([CH2:11][CH3:12])[CH2:3][CH:4]([CH2:27][N+:24]([O-:26])=[O:25])[CH2:5][C:6]([O:8][CH2:9][CH3:10])=[O:7]. The yield is 0.420. (4) The reactants are [F:1][C:2]([F:17])([F:16])[CH2:3][CH2:4][N:5]1[CH2:10][CH2:9][CH:8]([C:11]([O:13]CC)=[O:12])[CH2:7][CH2:6]1.O[Li].O. The catalyst is C1COCC1.CO. The product is [F:17][C:2]([F:1])([F:16])[CH2:3][CH2:4][N:5]1[CH2:10][CH2:9][CH:8]([C:11]([OH:13])=[O:12])[CH2:7][CH2:6]1. The yield is 1.50. (5) The reactants are CC(C)([O-])C.[K+].[C:7]([C:10]1[CH:15]=[CH:14][CH:13]=[CH:12][CH:11]=1)(=O)[CH3:8].[C:16](OCC)(=O)[C:17]([O:19][CH2:20][CH3:21])=[O:18].O.[NH2:27][NH2:28]. The catalyst is C(O)(=O)C.O1CCCC1. The product is [C:10]1([C:7]2[CH:8]=[C:16]([C:17]([O:19][CH2:20][CH3:21])=[O:18])[NH:28][N:27]=2)[CH:15]=[CH:14][CH:13]=[CH:12][CH:11]=1. The yield is 0.810.